Dataset: Full USPTO retrosynthesis dataset with 1.9M reactions from patents (1976-2016). Task: Predict the reactants needed to synthesize the given product. (1) Given the product [Cl:8][C:3]1[CH:2]=[N:7][CH:6]=[C:5]([C:9]2[CH:14]=[CH:13][CH:12]=[CH:11][CH:10]=2)[N:4]=1, predict the reactants needed to synthesize it. The reactants are: Cl[C:2]1[C:3]([Cl:8])=[N:4][CH:5]=[CH:6][N:7]=1.[C:9]1(B(O)O)[CH:14]=[CH:13][CH:12]=[CH:11][CH:10]=1.C([O-])([O-])=O.[Na+].[Na+].C(Cl)Cl. (2) Given the product [Br:1][C:2]1[N:7]=[C:6]([NH:8][C:31]([C:28]2([C:26]3[CH:25]=[CH:24][C:22]4[O:23][C:19]([F:34])([F:18])[O:20][C:21]=4[CH:27]=3)[CH2:30][CH2:29]2)=[O:32])[CH:5]=[CH:4][C:3]=1[O:9][CH3:10], predict the reactants needed to synthesize it. The reactants are: [Br:1][C:2]1[N:7]=[C:6]([NH2:8])[CH:5]=[CH:4][C:3]=1[O:9][CH3:10].CCN(CC)CC.[F:18][C:19]1([F:34])[O:23][C:22]2[CH:24]=[CH:25][C:26]([C:28]3([C:31](Cl)=[O:32])[CH2:30][CH2:29]3)=[CH:27][C:21]=2[O:20]1. (3) Given the product [Cl:1][C:2]1[CH:3]=[N:4][C:5]2[N:6]([N:8]=[C:9]([C:11]([N:22]3[CH2:23][CH:24]=[C:19]([C:18]4[NH:17][N:16]=[N:15][N:14]=4)[CH2:20][CH2:21]3)=[O:13])[CH:10]=2)[CH:7]=1, predict the reactants needed to synthesize it. The reactants are: [Cl:1][C:2]1[CH:3]=[N:4][C:5]2[N:6]([N:8]=[C:9]([C:11]([OH:13])=O)[CH:10]=2)[CH:7]=1.[NH:14]1[C:18]([C:19]2[CH2:20][CH2:21][NH:22][CH2:23][CH:24]=2)=[N:17][N:16]=[N:15]1. (4) Given the product [F:1][C:2]1[C:3]([NH:34][C:35]2[CH:40]=[CH:39][C:38]([I:41])=[CH:37][C:36]=2[F:42])=[C:4]([C:9]([N:11]2[CH2:14][C:13]([CH:16]3[CH2:21][NH:20][CH2:19][CH2:18][NH:17]3)([OH:15])[CH2:12]2)=[O:10])[CH:5]=[CH:6][C:7]=1[F:8], predict the reactants needed to synthesize it. The reactants are: [F:1][C:2]1[C:3]([NH:34][C:35]2[CH:40]=[CH:39][C:38]([I:41])=[CH:37][C:36]=2[F:42])=[C:4]([C:9]([N:11]2[CH2:14][C:13]([CH:16]3[CH2:21][N:20](S(C4C=CC=CC=4[N+]([O-])=O)(=O)=O)[CH2:19][CH2:18][NH:17]3)([OH:15])[CH2:12]2)=[O:10])[CH:5]=[CH:6][C:7]=1[F:8].C(=O)([O-])[O-].[K+].[K+].C1(S)C=CC=CC=1. (5) Given the product [F:23][C:24]1[C:29]([B:30]([C:31]2[C:36]([F:37])=[C:35]([F:38])[C:34]([F:39])=[C:33]([F:40])[C:32]=2[F:41])[OH:18])=[C:28]([F:53])[C:27]([F:54])=[C:26]([F:55])[C:25]=1[F:56], predict the reactants needed to synthesize it. The reactants are: S([O-])([O-])(=O)=O.S([O-])([O-])(=O)=O.[Al+3].S([O-])([O-])(=O)=O.S([O-])([O-])(=O)=[O:18].[Al+3].[F:23][C:24]1[C:29]([B:30](C2C(F)=C(F)C(F)=C(F)C=2F)[C:31]2[C:36]([F:37])=[C:35]([F:38])[C:34]([F:39])=[C:33]([F:40])[C:32]=2[F:41])=[C:28]([F:53])[C:27]([F:54])=[C:26]([F:55])[C:25]=1[F:56]. (6) Given the product [ClH:31].[NH2:27][C:24]1[CH:25]=[CH:26][C:21]([NH:20][CH2:19][CH2:18][NH:17][C:15]([C:14]2[C:8]3[N:7]=[C:6]([C:2]4[O:1][CH:5]=[CH:4][CH:3]=4)[NH:10][C:9]=3[C:11]([OH:30])=[CH:12][CH:13]=2)=[O:16])=[N:22][CH:23]=1, predict the reactants needed to synthesize it. The reactants are: [O:1]1[CH:5]=[CH:4][CH:3]=[C:2]1[C:6]1[NH:10][C:9]2[C:11]([OH:30])=[CH:12][CH:13]=[C:14]([C:15]([NH:17][CH2:18][CH2:19][NH:20][C:21]3[CH:26]=[CH:25][C:24]([N+:27]([O-])=O)=[CH:23][N:22]=3)=[O:16])[C:8]=2[N:7]=1.[ClH:31].